Task: Predict the product of the given reaction.. Dataset: Forward reaction prediction with 1.9M reactions from USPTO patents (1976-2016) (1) Given the reactants [CH2:1]([N:5]1[C:9]2[CH:10]=[C:11]([C:14]3[NH:18][N:17]=[C:16]([O:19][CH3:20])[CH:15]=3)[CH:12]=[CH:13][C:8]=2[N:7]=[CH:6]1)[CH:2]([CH3:4])[CH3:3].[CH:21]1(CN2C3C=C(C4NN=C(O)C=4)C=CC=3N=C2)[CH2:26]CCC[CH2:22]1, predict the reaction product. The product is: [CH:2]1([CH2:1][N:5]2[C:9]3[CH:10]=[C:11]([C:14]4[NH:18][N:17]=[C:16]([O:19][CH3:20])[CH:15]=4)[CH:12]=[CH:13][C:8]=3[N:7]=[CH:6]2)[CH2:4][CH2:26][CH2:21][CH2:22][CH2:3]1. (2) Given the reactants CN(C)C=O.[F:6][C:7]([F:19])([F:18])[C:8]1[CH:9]=[C:10]([CH:14]=[CH:15][CH2:16]O)[CH:11]=[CH:12][CH:13]=1.S(Cl)([Cl:22])=O, predict the reaction product. The product is: [Cl:22][CH2:16][CH:15]=[CH:14][C:10]1[CH:11]=[CH:12][CH:13]=[C:8]([C:7]([F:19])([F:18])[F:6])[CH:9]=1. (3) Given the reactants [Cl:1][C:2]1[CH:3]=[C:4]([CH:16]=[CH:17][CH:18]=1)[O:5][C:6]1[CH:7]=[C:8]([CH2:14]O)[CH:9]=[CH:10][C:11]=1[O:12][CH3:13].C1(P(C2C=CC=CC=2)C2C=CC=CC=2)C=CC=CC=1.C1C(=O)N([Br:45])C(=O)C1, predict the reaction product. The product is: [Br:45][CH2:14][C:8]1[CH:9]=[CH:10][C:11]([O:12][CH3:13])=[C:6]([O:5][C:4]2[CH:16]=[CH:17][CH:18]=[C:2]([Cl:1])[CH:3]=2)[CH:7]=1. (4) Given the reactants [NH2:1][C:2]1[C:3]2[C:10]([I:11])=[CH:9][N:8]([C@@H:12]3[O:16][C@@:15]([CH2:19][OH:20])([C:17]#[CH:18])[C@@H:14]([O:21][Si](C(C)(C)C)(C)C)[CH2:13]3)[C:4]=2[N:5]=[CH:6][N:7]=1.CCCC[N+](CCCC)(CCCC)CCCC.[F-], predict the reaction product. The product is: [NH2:1][C:2]1[C:3]2[C:10]([I:11])=[CH:9][N:8]([C@@H:12]3[O:16][C@:15]([C:17]#[CH:18])([CH2:19][OH:20])[C@@H:14]([OH:21])[CH2:13]3)[C:4]=2[N:5]=[CH:6][N:7]=1.